Task: Regression. Given two drug SMILES strings and cell line genomic features, predict the synergy score measuring deviation from expected non-interaction effect.. Dataset: NCI-60 drug combinations with 297,098 pairs across 59 cell lines (1) Drug 1: CCC1=CC2CC(C3=C(CN(C2)C1)C4=CC=CC=C4N3)(C5=C(C=C6C(=C5)C78CCN9C7C(C=CC9)(C(C(C8N6C)(C(=O)OC)O)OC(=O)C)CC)OC)C(=O)OC.C(C(C(=O)O)O)(C(=O)O)O. Drug 2: C1=C(C(=O)NC(=O)N1)N(CCCl)CCCl. Cell line: NCIH23. Synergy scores: CSS=50.2, Synergy_ZIP=-2.96, Synergy_Bliss=-4.43, Synergy_Loewe=-8.53, Synergy_HSA=-1.95. (2) Drug 1: CC(CN1CC(=O)NC(=O)C1)N2CC(=O)NC(=O)C2. Drug 2: CC1=C(C(=O)C2=C(C1=O)N3CC4C(C3(C2COC(=O)N)OC)N4)N. Cell line: PC-3. Synergy scores: CSS=27.3, Synergy_ZIP=-8.95, Synergy_Bliss=-5.19, Synergy_Loewe=-1.48, Synergy_HSA=-0.120.